Dataset: Forward reaction prediction with 1.9M reactions from USPTO patents (1976-2016). Task: Predict the product of the given reaction. (1) Given the reactants [CH:1]1([CH2:4][O:5][C:6]2[N:11]=[CH:10][C:9]([NH:12][S:13]([CH2:16][CH3:17])(=[O:15])=[O:14])=[CH:8][C:7]=2B2OC(C)(C)C(C)(C)O2)[CH2:3][CH2:2]1.Br[C:28]1[C:29]2[CH:38]=[CH:37][O:36][C:30]=2[C:31](=[O:35])[N:32]([CH3:34])[CH:33]=1.[O-]P([O-])([O-])=O.[K+].[K+].[K+], predict the reaction product. The product is: [CH:1]1([CH2:4][O:5][C:6]2[N:11]=[CH:10][C:9]([NH:12][S:13]([CH2:16][CH3:17])(=[O:14])=[O:15])=[CH:8][C:7]=2[C:28]2[C:29]3[CH:38]=[CH:37][O:36][C:30]=3[C:31](=[O:35])[N:32]([CH3:34])[CH:33]=2)[CH2:2][CH2:3]1. (2) Given the reactants [CH2:1]([C:12]1[N:16]=[C:15]([C:17]2[CH:24]=[CH:23][C:20]([CH:21]=O)=[CH:19][CH:18]=2)[O:14][N:13]=1)[CH2:2][CH2:3][CH2:4][CH2:5][CH2:6][CH2:7][CH2:8][CH2:9][CH2:10][CH3:11].[Cl:25][C:26]1[CH:27]=[C:28]([CH2:33][CH2:34][NH2:35])[CH:29]=[CH:30][C:31]=1[Cl:32], predict the reaction product. The product is: [Cl:25][C:26]1[CH:27]=[C:28]([CH2:33][CH2:34][NH:35][CH2:21][C:20]2[CH:23]=[CH:24][C:17]([C:15]3[O:14][N:13]=[C:12]([CH2:1][CH2:2][CH2:3][CH2:4][CH2:5][CH2:6][CH2:7][CH2:8][CH2:9][CH2:10][CH3:11])[N:16]=3)=[CH:18][CH:19]=2)[CH:29]=[CH:30][C:31]=1[Cl:32]. (3) Given the reactants [CH2:1]([O:8][CH2:9][CH2:10][CH:11]1[CH2:14][C:13]([C:15]([OH:17])=[O:16])=[CH:12]1)[C:2]1[CH:7]=[CH:6][CH:5]=[CH:4][CH:3]=1.Cl, predict the reaction product. The product is: [CH2:1]([O:8][CH2:9][CH2:10][C@H:11]1[CH2:14][C@H:13]([C:15]([OH:17])=[O:16])[CH2:12]1)[C:2]1[CH:7]=[CH:6][CH:5]=[CH:4][CH:3]=1. (4) The product is: [CH:27]([NH:24][CH:21]1[CH2:22][CH2:11][CH:10]([CH2:9][NH:12][C:13](=[O:19])[O:14][C:15]([CH3:16])([CH3:17])[CH3:18])[CH2:1][CH2:23]1)([CH3:28])[CH3:29]. Given the reactants [CH:1](I)(C)C.NC1[CH2:11][CH2:10][CH:9]([N:12](C)[C:13](=[O:19])[O:14][C:15]([CH3:18])([CH3:17])[CH3:16])CC1.[CH:21]([N:24]([CH:27]([CH3:29])[CH3:28])CC)([CH3:23])[CH3:22], predict the reaction product.